From a dataset of Peptide-MHC class I binding affinity with 185,985 pairs from IEDB/IMGT. Regression. Given a peptide amino acid sequence and an MHC pseudo amino acid sequence, predict their binding affinity value. This is MHC class I binding data. (1) The peptide sequence is SAYYLDIGF. The MHC is HLA-A32:07 with pseudo-sequence HLA-A32:07. The binding affinity (normalized) is 0.820. (2) The peptide sequence is ATLHNFDEL. The MHC is H-2-Kb with pseudo-sequence H-2-Kb. The binding affinity (normalized) is 0.347. (3) The peptide sequence is SVNNAEPGK. The MHC is Mamu-B8301 with pseudo-sequence Mamu-B8301. The binding affinity (normalized) is 0.398. (4) The peptide sequence is ATYGWNLVK. The MHC is HLA-A11:01 with pseudo-sequence HLA-A11:01. The binding affinity (normalized) is 0.895. (5) The peptide sequence is GLEAYIQGI. The MHC is HLA-B18:01 with pseudo-sequence HLA-B18:01. The binding affinity (normalized) is 0.0847.